Task: Predict the reactants needed to synthesize the given product.. Dataset: Full USPTO retrosynthesis dataset with 1.9M reactions from patents (1976-2016) Given the product [CH2:41]([N:22]1[C:21]([C:23]2[CH:28]=[CH:27][CH:26]=[C:25]([CH3:29])[N:24]=2)=[C:20]([C:30]2[CH:38]=[CH:37][C:33]3[O:34][CH2:35][O:36][C:32]=3[CH:31]=2)[N:19]=[C:18]1[C:4]1([CH2:1][CH:2]=[CH2:3])[CH2:9][CH2:8][CH:7]([O:10][Si:11]([C:14]([CH3:17])([CH3:16])[CH3:15])([CH3:12])[CH3:13])[CH2:6][CH2:5]1)[CH:40]=[CH2:39], predict the reactants needed to synthesize it. The reactants are: [CH2:1]([C:4]1([C:18]2[NH:19][C:20]([C:30]3[CH:38]=[CH:37][C:33]4[O:34][CH2:35][O:36][C:32]=4[CH:31]=3)=[C:21]([C:23]3[CH:28]=[CH:27][CH:26]=[C:25]([CH3:29])[N:24]=3)[N:22]=2)[CH2:9][CH2:8][CH:7]([O:10][Si:11]([C:14]([CH3:17])([CH3:16])[CH3:15])([CH3:13])[CH3:12])[CH2:6][CH2:5]1)[CH:2]=[CH2:3].[CH2:39](Br)[CH:40]=[CH2:41].[H-].[Na+].